From a dataset of Full USPTO retrosynthesis dataset with 1.9M reactions from patents (1976-2016). Predict the reactants needed to synthesize the given product. (1) Given the product [C:36]([O:35][C:33](=[O:34])/[CH:32]=[CH:1]/[C:3]1[CH:12]=[CH:11][C:6]([C:7]([O:9][CH3:10])=[O:8])=[CH:5][N:4]=1)([CH3:39])([CH3:38])[CH3:37], predict the reactants needed to synthesize it. The reactants are: [CH:1]([C:3]1[CH:12]=[CH:11][C:6]([C:7]([O:9][CH3:10])=[O:8])=[CH:5][N:4]=1)=O.C1(P(=[CH:32][C:33]([O:35][C:36]([CH3:39])([CH3:38])[CH3:37])=[O:34])(C2C=CC=CC=2)C2C=CC=CC=2)C=CC=CC=1. (2) The reactants are: [C:1](O)(=O)C.C(N)=N.C([O-])(=O)C.COCCO.[NH2:17][C:18]1[CH:46]=[CH:45][CH:44]=[CH:43][C:19]=1[NH:20][C:21]1[CH:33]=[CH:32][C:24]([C:25]([O:27][C:28]([CH3:31])([CH3:30])[CH3:29])=[O:26])=[C:23]([NH:34][C:35](=[O:42])[C:36]2[CH:41]=[CH:40][CH:39]=[CH:38][CH:37]=2)[CH:22]=1. Given the product [C:35]([NH:34][C:23]1[CH:22]=[C:21]([N:20]2[C:19]3[CH:43]=[CH:44][CH:45]=[CH:46][C:18]=3[N:17]=[CH:1]2)[CH:33]=[CH:32][C:24]=1[C:25]([O:27][C:28]([CH3:29])([CH3:30])[CH3:31])=[O:26])(=[O:42])[C:36]1[CH:37]=[CH:38][CH:39]=[CH:40][CH:41]=1, predict the reactants needed to synthesize it. (3) Given the product [CH3:48][O:51][C:31](=[O:70])[C:30]1[CH:25]=[CH:26][C:27]([N:60]2[CH2:65][CH2:64][NH:63][CH2:62][CH2:61]2)=[CH:28][CH:29]=1, predict the reactants needed to synthesize it. The reactants are: C1C=CC(P([C:27]2[C:28](C3C(P(C4C=CC=CC=4)C4C=CC=CC=4)=C[CH:31]=[C:30]4[C:25]=3[CH:26]=[CH:27][CH:28]=[CH:29]4)=[C:29]3[C:30]([CH:31]=CC=C3)=[CH:25][CH:26]=2)C2C=CC=CC=2)=CC=1.C[C:48]([O-:51])(C)C.[Na+].C([N:60]1[CH2:65][CH2:64][NH:63][CH2:62][CH2:61]1)(OC(C)(C)C)=O.Cl.C1C[O:70]CC1. (4) Given the product [CH3:1][O:2][C:3]1[CH:8]=[CH:7][C:6]([C:9]2[C:13]([CH3:19])=[C:12]([CH3:15])[N:11]([CH3:16])[N:10]=2)=[CH:5][C:4]=1[CH3:17], predict the reactants needed to synthesize it. The reactants are: [CH3:1][O:2][C:3]1[CH:8]=[CH:7][C:6]([C:9]2[C:13](Br)=[C:12]([CH3:15])[N:11]([CH3:16])[N:10]=2)=[CH:5][C:4]=1[CH3:17].O1CCOC[CH2:19]1.CB(O)O.P([O-])([O-])([O-])=O.[K+].[K+].[K+]. (5) Given the product [O:15]=[C:9]1[NH:10][C:11](=[O:14])[CH:12]=[CH:13][N:8]1[C:6]1[CH:7]=[C:2]([C:34]2[S:33][CH:37]=[CH:36][CH:35]=2)[C:3]([O:31][CH3:32])=[C:4]([C:16]2[CH:24]=[C:23]3[C:19]([C:20]([CH2:25][CH2:26][S:27]([NH2:30])(=[O:29])=[O:28])=[CH:21][CH2:22]3)=[CH:18][CH:17]=2)[CH:5]=1, predict the reactants needed to synthesize it. The reactants are: Br[C:2]1[C:3]([O:31][CH3:32])=[C:4]([C:16]2[CH:24]=[C:23]3[C:19]([C:20]([CH2:25][CH2:26][S:27]([NH2:30])(=[O:29])=[O:28])=[CH:21][CH2:22]3)=[CH:18][CH:17]=2)[CH:5]=[C:6]([N:8]2[CH:13]=[CH:12][C:11](=[O:14])[NH:10][C:9]2=[O:15])[CH:7]=1.[S:33]1[CH:37]=[CH:36][CH:35]=[C:34]1B(O)O. (6) Given the product [Cl:22][C:23]1[CH:24]=[C:25]([NH:26][C:2]2[C:3]3[C:10]4[CH2:11][CH2:12][NH:13][CH2:14][C:9]=4[S:8][C:4]=3[N:5]=[CH:6][N:7]=2)[CH:27]=[CH:28][C:29]=1[F:30], predict the reactants needed to synthesize it. The reactants are: Cl[C:2]1[C:3]2[C:10]3[CH2:11][CH2:12][N:13](C(OC(C)(C)C)=O)[CH2:14][C:9]=3[S:8][C:4]=2[N:5]=[CH:6][N:7]=1.[Cl:22][C:23]1[CH:24]=[C:25]([CH:27]=[CH:28][C:29]=1[F:30])[NH2:26].O1CCOCC1. (7) Given the product [NH2:38][C:31]1[C:32]2[C:37](=[CH:36][CH:35]=[CH:34][CH:33]=2)[C:28]([O:27][C:25]2[CH:24]=[CH:23][N:22]=[C:21]([NH:20][C:17]3[CH:18]=[CH:19][C:14]([P:11]([CH3:13])(=[O:12])[O:10][CH2:8][CH3:9])=[C:15]([CH3:46])[CH:16]=3)[CH:26]=2)=[CH:29][CH:30]=1, predict the reactants needed to synthesize it. The reactants are: C(O)(C(F)(F)F)=O.[CH2:8]([O:10][P:11]([C:14]1[CH:19]=[CH:18][C:17]([NH:20][C:21]2[CH:26]=[C:25]([O:27][C:28]3[C:37]4[C:32](=[CH:33][CH:34]=[CH:35][CH:36]=4)[C:31]([NH:38]C(=O)OC(C)(C)C)=[CH:30][CH:29]=3)[CH:24]=[CH:23][N:22]=2)=[CH:16][C:15]=1[CH3:46])([CH3:13])=[O:12])[CH3:9]. (8) The reactants are: C(OC1C2C(=CC(OC)=CC=2)C(C2C=CC=CC=2)=C(C#N)N=1)C=C.Cl[C:26]1[C:35]2[C:30](=[CH:31][C:32]([O:36][CH3:37])=[CH:33][CH:34]=2)[C:29]([C:38]2[CH:43]=[CH:42][CH:41]=[C:40]([F:44])[CH:39]=2)=[C:28]([C:45]#[N:46])[N:27]=1.C([N:66]1[C:70]([CH2:71][OH:72])=[CH:69][N:68]=[CH:67]1)(C1C=CC=CC=1)(C1C=CC=CC=1)C1C=CC=CC=1. Given the product [F:44][C:40]1[CH:39]=[C:38]([C:29]2[C:30]3[C:35](=[CH:34][CH:33]=[C:32]([O:36][CH3:37])[CH:31]=3)[C:26]([O:72][CH2:71][C:70]3[NH:66][CH:67]=[N:68][CH:69]=3)=[N:27][C:28]=2[C:45]#[N:46])[CH:43]=[CH:42][CH:41]=1, predict the reactants needed to synthesize it.